From a dataset of Peptide-MHC class I binding affinity with 185,985 pairs from IEDB/IMGT. Regression. Given a peptide amino acid sequence and an MHC pseudo amino acid sequence, predict their binding affinity value. This is MHC class I binding data. The peptide sequence is FLRDNLYHV. The MHC is HLA-A02:03 with pseudo-sequence HLA-A02:03. The binding affinity (normalized) is 1.00.